This data is from Catalyst prediction with 721,799 reactions and 888 catalyst types from USPTO. The task is: Predict which catalyst facilitates the given reaction. (1) Reactant: [CH:1]12[NH:17][CH:5]([CH:6]([C:8]3[CH:9]=[CH:10][C:11]([N:14]([CH3:16])[CH3:15])=[N:12][CH:13]=3)[CH2:7]1)[CH2:4][CH2:3][CH2:2]2.[C:18](Cl)([C:31]1[CH:36]=[CH:35][CH:34]=[CH:33][CH:32]=1)([C:25]1[CH:30]=[CH:29][CH:28]=[CH:27][CH:26]=1)[C:19]1[CH:24]=[CH:23][CH:22]=[CH:21][CH:20]=1. Product: [CH3:16][N:14]([CH3:15])[C:11]1[CH:10]=[CH:9][C:8]([CH:6]2[CH2:7][CH:1]3[N:17]([C:18]([C:19]4[CH:24]=[CH:23][CH:22]=[CH:21][CH:20]=4)([C:31]4[CH:32]=[CH:33][CH:34]=[CH:35][CH:36]=4)[C:25]4[CH:26]=[CH:27][CH:28]=[CH:29][CH:30]=4)[CH:5]2[CH2:4][CH2:3][CH2:2]3)=[CH:13][N:12]=1. The catalyst class is: 22. (2) Reactant: [CH3:1][C:2]1[C:7]([C:8](OCC)=[O:9])=[C:6]([C:13]2[CH:18]=[CH:17][C:16]([CH3:19])=[CH:15][CH:14]=2)[N:5]=[C:4]([N:20]2[CH2:25][CH2:24][CH2:23][CH2:22][CH2:21]2)[N:3]=1.[H-].C([Al+]CC(C)C)C(C)C. Product: [CH3:1][C:2]1[C:7]([CH2:8][OH:9])=[C:6]([C:13]2[CH:14]=[CH:15][C:16]([CH3:19])=[CH:17][CH:18]=2)[N:5]=[C:4]([N:20]2[CH2:25][CH2:24][CH2:23][CH2:22][CH2:21]2)[N:3]=1. The catalyst class is: 4. (3) Reactant: [Br:1][C:2]1[CH:3]=[C:4]([CH:19]=[CH:20][C:21]=1F)[C:5]([NH:7][C:8]1[CH:13]=[CH:12][C:11]([O:14][C:15]([F:18])([F:17])[F:16])=[CH:10][CH:9]=1)=[O:6].[NH:23]1[CH2:27][C@H:26]([OH:28])[C@@H:25]([OH:29])[CH2:24]1.Cl. Product: [Br:1][C:2]1[CH:3]=[C:4]([CH:19]=[CH:20][C:21]=1[N:23]1[CH2:27][C@H:26]([OH:28])[C@@H:25]([OH:29])[CH2:24]1)[C:5]([NH:7][C:8]1[CH:13]=[CH:12][C:11]([O:14][C:15]([F:18])([F:17])[F:16])=[CH:10][CH:9]=1)=[O:6]. The catalyst class is: 16. (4) Reactant: [C:1]([O:5][C:6]([NH:8][CH:9]1[CH2:13][CH2:12][N:11]([S:14]([C:17]2[C:18]3[C:19](Br)=[CH:20][N:21]=[CH:22][C:23]=3[CH:24]=[CH:25][CH:26]=2)(=[O:16])=[O:15])[CH2:10]1)=[O:7])([CH3:4])([CH3:3])[CH3:2].[C:28]1(B(O)O)[CH:33]=[CH:32][CH:31]=[CH:30][CH:29]=1.COCCOC.C(=O)([O-])[O-].[Na+].[Na+]. Product: [C:1]([O:5][C:6]([NH:8][CH:9]1[CH2:13][CH2:12][N:11]([S:14]([C:17]2[C:18]3[C:19]([C:28]4[CH:33]=[CH:32][CH:31]=[CH:30][CH:29]=4)=[CH:20][N:21]=[CH:22][C:23]=3[CH:24]=[CH:25][CH:26]=2)(=[O:16])=[O:15])[CH2:10]1)=[O:7])([CH3:4])([CH3:3])[CH3:2]. The catalyst class is: 103. (5) Reactant: C([O:8][C:9]1[C:14]([O:15][CH3:16])=[CH:13][C:12]([CH:17]=[CH:18][C:19]([O:21][CH2:22][CH3:23])=[O:20])=[CH:11][C:10]=1[F:24])C1C=CC=CC=1.Cl. Product: [F:24][C:10]1[CH:11]=[C:12]([CH2:17][CH2:18][C:19]([O:21][CH2:22][CH3:23])=[O:20])[CH:13]=[C:14]([O:15][CH3:16])[C:9]=1[OH:8]. The catalyst class is: 63. (6) Reactant: [CH3:1][C:2]1[N:3]=[CH:4][N:5]([C:7]2[CH:8]=[C:9]([NH:13][C:14]3[C:23]4[CH2:22][CH2:21][C:20]5[CH:24]=[CH:25][CH:26]=[CH:27][C:19]=5[C:18]=4[N:17]=[CH:16][N:15]=3)[CH:10]=[CH:11][CH:12]=2)[CH:6]=1.[CH3:28][S:29]([OH:32])(=[O:31])=[O:30]. Product: [CH3:28][S:29]([OH:32])(=[O:31])=[O:30].[CH3:28][S:29]([OH:32])(=[O:31])=[O:30].[CH3:1][C:2]1[N:3]=[CH:4][N:5]([C:7]2[CH:8]=[C:9]([NH:13][C:14]3[C:23]4[CH2:22][CH2:21][C:20]5[CH:24]=[CH:25][CH:26]=[CH:27][C:19]=5[C:18]=4[N:17]=[CH:16][N:15]=3)[CH:10]=[CH:11][CH:12]=2)[CH:6]=1. The catalyst class is: 5. (7) Reactant: [CH2:1]([Li])[CH2:2][CH2:3][CH3:4].C(N[CH:10]([CH3:12])[CH3:11])(C)C.[CH2:13]([O:17][P:18]([C:25]1[CH:29]=[CH:28][S:27][CH:26]=1)([O:20][CH2:21][CH2:22][CH2:23][CH3:24])=[O:19])[CH2:14][CH2:15][CH3:16].[CH2:30]([Sn:34](Cl)([CH2:39][CH2:40][CH2:41][CH3:42])[CH2:35][CH2:36][CH2:37][CH3:38])[CH2:31][CH2:32][CH3:33].P([O-])([O-])(O)=O.[Na+].[Na+].P([O-])(O)(O)=O.[Na+]. Product: [CH2:13]([O:17][P:18]([C:25]1[CH:29]=[C:28]([Sn:34]([CH2:39][CH2:40][CH2:41][CH3:42])([CH2:35][CH2:36][CH2:37][CH3:38])[CH2:30][CH2:31][CH2:32][CH3:33])[S:27][C:26]=1[Sn:34]([CH2:35][CH2:12][CH2:10][CH3:11])([CH2:30][CH2:31][CH2:32][CH3:33])[CH2:1][CH2:2][CH2:3][CH3:4])([O:20][CH2:21][CH2:22][CH2:23][CH3:24])=[O:19])[CH2:14][CH2:15][CH3:16]. The catalyst class is: 1. (8) Reactant: [CH2:1]([C:5]1[CH:10]=[CH:9][C:8]([C:11]#[C:12][C:13]2[CH:32]=[CH:31][C:16]([CH2:17][N:18]([CH3:30])[C:19]3[CH:20]=[CH:21][C:22]([F:29])=[C:23]([CH:28]=3)[C:24]([O:26]C)=[O:25])=[CH:15][CH:14]=2)=[CH:7][CH:6]=1)[CH2:2][CH2:3][CH3:4].O.[OH-].[Li+].O.Cl. Product: [CH2:1]([C:5]1[CH:6]=[CH:7][C:8]([C:11]#[C:12][C:13]2[CH:32]=[CH:31][C:16]([CH2:17][N:18]([CH3:30])[C:19]3[CH:20]=[CH:21][C:22]([F:29])=[C:23]([CH:28]=3)[C:24]([OH:26])=[O:25])=[CH:15][CH:14]=2)=[CH:9][CH:10]=1)[CH2:2][CH2:3][CH3:4]. The catalyst class is: 1. (9) Reactant: [NH2:1][C:2]1[CH:3]=[CH:4][C:5]([CH3:26])=[C:6]([CH:8]([CH2:17][NH:18][C:19]([O:21][C:22]([CH3:25])([CH3:24])[CH3:23])=[O:20])[CH2:9][C:10]([O:12][C:13]([CH3:16])([CH3:15])[CH3:14])=[O:11])[CH:7]=1.Cl[CH2:28][CH2:29][OH:30].Br[CH2:32][CH2:33][OH:34].C(=O)([O-])[O-].[Ca+2].[I-].[K+].[OH-].[Na+]. Product: [OH:30][CH2:29][CH2:28][N:1]([CH2:32][CH2:33][OH:34])[C:2]1[CH:3]=[CH:4][C:5]([CH3:26])=[C:6]([CH:8]([CH2:17][NH:18][C:19]([O:21][C:22]([CH3:25])([CH3:24])[CH3:23])=[O:20])[CH2:9][C:10]([O:12][C:13]([CH3:14])([CH3:15])[CH3:16])=[O:11])[CH:7]=1. The catalyst class is: 6. (10) Reactant: [NH2:1][C:2]1[N:6]([CH3:7])[CH:5]=[N:4][C:3]=1[C:8]([NH2:10])=[O:9].[N:11]1[CH:16]=[CH:15][CH:14]=[CH:13][C:12]=1[C:17](O)=O.C(N(CC)CC)C.Cl. Product: [CH3:7][N:6]1[CH:5]=[N:4][C:3]2[C:2]1=[N:1][C:17]([C:12]1[CH:13]=[CH:14][CH:15]=[CH:16][N:11]=1)=[N:10][C:8]=2[OH:9]. The catalyst class is: 4.